From a dataset of Full USPTO retrosynthesis dataset with 1.9M reactions from patents (1976-2016). Predict the reactants needed to synthesize the given product. (1) Given the product [C:20]([C:22](=[C:16]1[CH2:17][CH2:18][CH2:14]1)[C:23]([O:25][CH2:26][CH3:27])=[O:24])#[N:21], predict the reactants needed to synthesize it. The reactants are: C[Si](N[Si](C)(C)C)(C)C.C(O)(=O)C.[C:14]1(=O)[CH2:18][CH2:17][CH2:16]C1.[C:20]([CH2:22][C:23]([O:25][CH2:26][CH3:27])=[O:24])#[N:21]. (2) Given the product [CH2:9]([CH:8]1[CH2:7][NH:6][C:25]([C:24]2[CH:28]=[CH:29][N:30]=[C:22]([NH:21][C:13](=[O:20])[C:14]3[CH:15]=[CH:16][CH:17]=[CH:18][CH:19]=3)[CH:23]=2)=[N:12]1)[CH2:10][CH3:11], predict the reactants needed to synthesize it. The reactants are: NCC(N)C.[NH2:6][CH2:7][CH:8]([NH2:12])[CH2:9][CH2:10][CH3:11].[C:13]([NH:21][C:22]1[CH:23]=[C:24]([CH:28]=[CH:29][N:30]=1)[C:25](O)=O)(=[O:20])[C:14]1[CH:19]=[CH:18][CH:17]=[CH:16][CH:15]=1.